Dataset: Forward reaction prediction with 1.9M reactions from USPTO patents (1976-2016). Task: Predict the product of the given reaction. (1) The product is: [F:23][C:2]([F:1])([F:22])[O:3][C:4]1[CH:5]=[CH:6][C:7]([N:10]2[CH:14]=[N:13][C:12]([C:15]3[CH:21]=[CH:20][C:18]([NH:19][C:24](=[S:34])[O:25][C:26]4[CH:31]=[CH:30][C:29]([F:32])=[CH:28][CH:27]=4)=[CH:17][CH:16]=3)=[N:11]2)=[CH:8][CH:9]=1. Given the reactants [F:1][C:2]([F:23])([F:22])[O:3][C:4]1[CH:9]=[CH:8][C:7]([N:10]2[CH:14]=[N:13][C:12]([C:15]3[CH:21]=[CH:20][C:18]([NH2:19])=[CH:17][CH:16]=3)=[N:11]2)=[CH:6][CH:5]=1.[C:24](=[S:34])(Cl)[O:25][C:26]1[CH:31]=[CH:30][C:29]([F:32])=[CH:28][CH:27]=1.C(N(CC)CC)C, predict the reaction product. (2) Given the reactants [Br:1][C:2]1[CH:13]=[CH:12][C:5]2[CH2:6][CH2:7][CH2:8][C:9](=O)[NH:10][C:4]=2[CH:3]=1.B.C1COCC1.O, predict the reaction product. The product is: [Br:1][C:2]1[CH:13]=[CH:12][C:5]2[CH2:6][CH2:7][CH2:8][CH2:9][NH:10][C:4]=2[CH:3]=1. (3) Given the reactants CO.C([O:5][C:6](=O)[C:7]1[CH:12]=[CH:11][CH:10]=[N:9][C:8]=1[S:13][CH2:14][C:15]([O:17][CH3:18])=[O:16])C.C[O-].[Na+].Cl, predict the reaction product. The product is: [CH3:18][O:17][C:15]([C:14]1[S:13][C:8]2=[N:9][CH:10]=[CH:11][CH:12]=[C:7]2[C:6]=1[OH:5])=[O:16].